Dataset: Reaction yield outcomes from USPTO patents with 853,638 reactions. Task: Predict the reaction yield, written as a fraction of the theoretical maximum amount of product (1.0 means a 100% yield; for example, 0.34 means a 34% yield). (1) The catalyst is C(Cl)Cl. The yield is 0.620. The reactants are [Br:1][C:2]1[C:3]([N:11]2[CH2:16][CH2:15][N:14]([C:17](=[O:33])[C@H:18]([NH:25]C(=O)OC(C)(C)C)[CH:19]3[CH2:24][CH2:23][CH2:22][CH2:21][CH2:20]3)[CH2:13][CH2:12]2)=[C:4]2[CH:10]=[CH:9][NH:8][C:5]2=[N:6][CH:7]=1.C(O)(C(F)(F)F)=O.C1(N)C(F)=C(F)C(F)=C(N)C=1F.Cl.Cl. The product is [NH2:25][C@H:18]([CH:19]1[CH2:24][CH2:23][CH2:22][CH2:21][CH2:20]1)[C:17]([N:14]1[CH2:15][CH2:16][N:11]([C:3]2[C:2]([Br:1])=[CH:7][N:6]=[C:5]3[NH:8][CH:9]=[CH:10][C:4]=23)[CH2:12][CH2:13]1)=[O:33]. (2) The reactants are [Cl:1][C:2]1[CH:7]=[CH:6][CH:5]=[C:4]([NH:8][C:9]2[CH:14]=[CH:13][C:12]([O:15][CH3:16])=[CH:11][CH:10]=2)[C:3]=1[NH2:17].O=[C:19]([C:25](OCC)=[O:26])[C:20]([O:22][CH2:23][CH3:24])=[O:21]. The catalyst is C1(C)C=CC=CC=1. The product is [Cl:1][C:2]1[CH:7]=[CH:6][CH:5]=[C:4]2[C:3]=1[N:17]=[C:19]([C:20]([O:22][CH2:23][CH3:24])=[O:21])[C:25](=[O:26])[N:8]2[C:9]1[CH:14]=[CH:13][C:12]([O:15][CH3:16])=[CH:11][CH:10]=1. The yield is 0.720. (3) The reactants are N[C:2]1[CH:3]=[C:4]([CH:7]=[CH:8][C:9]=1[O:10][C:11]1[CH:16]=[C:15]([CH3:17])[CH:14]=[C:13]([CH3:18])[CH:12]=1)[C:5]#[N:6].[ClH:19].N([O-])=O.[Na+].[S:24](=[O:26])=[O:25]. The catalyst is O. The product is [C:5]([C:4]1[CH:7]=[CH:8][C:9]([O:10][C:11]2[CH:16]=[C:15]([CH3:17])[CH:14]=[C:13]([CH3:18])[CH:12]=2)=[C:2]([S:24]([Cl:19])(=[O:26])=[O:25])[CH:3]=1)#[N:6]. The yield is 0.861. (4) The reactants are [CH3:1][N:2]([CH3:33])[C:3]1[CH:8]=[CH:7][C:6]([C:9](=O)[CH2:10][N:11]2[CH2:15][CH2:14][CH2:13][CH:12]2[C:16]2[CH:21]=[CH:20][CH:19]=[C:18]([O:22][CH2:23][CH2:24][CH2:25][N:26]3[CH2:31][CH2:30][CH2:29][CH2:28][CH2:27]3)[CH:17]=2)=[CH:5][CH:4]=1.N. The yield is 0.770. The catalyst is CO.C(Cl)Cl. The product is [CH3:1][N:2]([CH3:33])[C:3]1[CH:8]=[CH:7][C:6]([C@H:9]2[C:21]3[C:16](=[CH:17][C:18]([O:22][CH2:23][CH2:24][CH2:25][N:26]4[CH2:31][CH2:30][CH2:29][CH2:28][CH2:27]4)=[CH:19][CH:20]=3)[C@@H:12]3[CH2:13][CH2:14][CH2:15][N:11]3[CH2:10]2)=[CH:5][CH:4]=1. (5) The reactants are O.[F:2][C:3]1[CH:8]=[CH:7][C:6]([C:9]2[NH:13][N:12]=[C:11](C(O)=O)[C:10]=2[C:17]2[CH:22]=[CH:21][N:20]=[CH:19][CH:18]=2)=[CH:5][CH:4]=1.ON1C2C=C[CH:31]=[CH:32][C:27]=2N=N1.C([O:37][C:38]([N:40]1[CH2:45]CNC[CH2:41]1)=[O:39])CCC.[CH3:46]N1CCOCC1.[CH3:53][N:54]([CH:56]=[O:57])[CH3:55]. The product is [F:2][C:3]1[CH:8]=[CH:7][C:6]([C:9]2[NH:13][N:12]=[C:11]([C:56]([N:54]3[CH2:55][CH2:45][N:40]([C:38]([O:39][C:32]([CH3:31])([CH3:27])[CH3:46])=[O:37])[CH2:41][CH2:53]3)=[O:57])[C:10]=2[C:17]2[CH:22]=[CH:21][N:20]=[CH:19][CH:18]=2)=[CH:5][CH:4]=1. The catalyst is C(OCC)(=O)C. The yield is 0.784. (6) The reactants are [O:1]([C:8]1[S:12][C:11]([CH:13]=[O:14])=[CH:10][CH:9]=1)[C:2]1[CH:7]=[CH:6][CH:5]=[CH:4][CH:3]=1.[O-:15]Cl=O.[Na+].[OH-].[Na+]. The catalyst is C1COCC1.CC(O)(C)C.O. The product is [O:1]([C:8]1[S:12][C:11]([C:13]([OH:15])=[O:14])=[CH:10][CH:9]=1)[C:2]1[CH:3]=[CH:4][CH:5]=[CH:6][CH:7]=1. The yield is 0.550. (7) The reactants are Br[CH:2]1[CH2:11][CH2:10][C:9]2[C:8]([O:12][CH2:13][C:14]([O:16]CC)=[O:15])=[CH:7][CH:6]=[CH:5][C:4]=2[C:3]1=O.[C:20]1([CH:26]([C:30]2[CH:35]=[CH:34][CH:33]=[CH:32][CH:31]=2)[C:27]([NH2:29])=[S:28])[CH:25]=[CH:24][CH:23]=[CH:22][CH:21]=1. No catalyst specified. The product is [C:20]1([CH:26]([C:30]2[CH:35]=[CH:34][CH:33]=[CH:32][CH:31]=2)[C:27]2[S:28][C:2]3[CH2:11][CH2:10][C:9]4[C:4](=[CH:5][CH:6]=[CH:7][C:8]=4[O:12][CH2:13][C:14]([OH:16])=[O:15])[C:3]=3[N:29]=2)[CH:21]=[CH:22][CH:23]=[CH:24][CH:25]=1. The yield is 0.310. (8) The reactants are C([N:8]1[C:17]2[C:16]3[CH:18]=[CH:19][CH:20]=[CH:21][C:15]=3[N:14]([C:22]([C:24]3[CH:45]=[CH:44][C:27]([CH2:28][NH:29][C:30]([CH:32]4[CH2:37][CH2:36][N:35]([CH2:38][CH2:39][C:40]([CH3:43])([CH3:42])[CH3:41])[CH2:34][CH2:33]4)=[O:31])=[C:26]([CH3:46])[CH:25]=3)=[O:23])[CH2:13][CH2:12][C:11]=2[N:10]=[C:9]1[CH3:47])C1C=CC=CC=1.C1CCCCC=1. The catalyst is C(O)C.[Pd]. The product is [CH3:46][C:26]1[CH:25]=[C:24]([C:22]([N:14]2[CH2:13][CH2:12][C:11]3[N:10]=[C:9]([CH3:47])[NH:8][C:17]=3[C:16]3[CH:18]=[CH:19][CH:20]=[CH:21][C:15]2=3)=[O:23])[CH:45]=[CH:44][C:27]=1[CH2:28][NH:29][C:30]([CH:32]1[CH2:33][CH2:34][N:35]([CH2:38][CH2:39][C:40]([CH3:43])([CH3:42])[CH3:41])[CH2:36][CH2:37]1)=[O:31]. The yield is 0.480. (9) The reactants are [NH2:1][C:2]1[CH:10]=[C:9]([I:11])[CH:8]=[CH:7][C:3]=1[C:4]([NH2:6])=[O:5].[C:12](OCC)(=O)[C:13]([O:15][CH2:16][CH3:17])=[O:14]. The catalyst is C(O)(=O)C.O. The product is [I:11][C:9]1[CH:10]=[C:2]2[C:3]([C:4](=[O:5])[NH:6][C:12]([C:13]([O:15][CH2:16][CH3:17])=[O:14])=[N:1]2)=[CH:7][CH:8]=1. The yield is 0.760.